This data is from Buchwald-Hartwig C-N cross coupling reaction yields with 55,370 reactions. The task is: Predict the reaction yield, written as a fraction of the theoretical maximum amount of product (1.0 means a 100% yield; for example, 0.34 means a 34% yield). (1) The reactants are Ic1cccnc1.Cc1ccc(N)cc1.O=S(=O)(O[Pd]1c2ccccc2-c2ccccc2N~1)C(F)(F)F.COc1ccc(OC)c(P([C@]23C[C@H]4C[C@H](C[C@H](C4)C2)C3)[C@]23C[C@H]4C[C@H](C[C@H](C4)C2)C3)c1-c1c(C(C)C)cc(C(C)C)cc1C(C)C.CCN=P(N=P(N(C)C)(N(C)C)N(C)C)(N(C)C)N(C)C.c1ccc2oncc2c1. No catalyst specified. The product is Cc1ccc(Nc2cccnc2)cc1. The yield is 0.740. (2) The reactants are COc1ccc(I)cc1.Cc1ccc(N)cc1.O=S(=O)(O[Pd]1c2ccccc2-c2ccccc2N~1)C(F)(F)F.CC(C)c1cc(C(C)C)c(-c2ccccc2P(C2CCCCC2)C2CCCCC2)c(C(C)C)c1.CN(C)C(=NC(C)(C)C)N(C)C.Cc1cc(C)on1. No catalyst specified. The product is COc1ccc(Nc2ccc(C)cc2)cc1. The yield is 0.171. (3) The product is Cc1ccc(Nc2ccccn2)cc1. The yield is 0.787. No catalyst specified. The reactants are Brc1ccccn1.Cc1ccc(N)cc1.O=S(=O)(O[Pd]1c2ccccc2-c2ccccc2N~1)C(F)(F)F.CC(C)c1cc(C(C)C)c(-c2ccccc2P(C(C)(C)C)C(C)(C)C)c(C(C)C)c1.CN1CCCN2CCCN=C12.c1ccc(CN(Cc2ccccc2)c2ccno2)cc1. (4) The reactants are FC(F)(F)c1ccc(Br)cc1.Cc1ccc(N)cc1.O=S(=O)(O[Pd]1c2ccccc2-c2ccccc2N~1)C(F)(F)F.COc1ccc(OC)c(P(C(C)(C)C)C(C)(C)C)c1-c1c(C(C)C)cc(C(C)C)cc1C(C)C.CN(C)C(=NC(C)(C)C)N(C)C.CCOC(=O)c1cnoc1. No catalyst specified. The product is Cc1ccc(Nc2ccc(C(F)(F)F)cc2)cc1. The yield is 0.0207. (5) The reactants are CCc1ccc(Cl)cc1.Cc1ccc(N)cc1.O=S(=O)(O[Pd]1c2ccccc2-c2ccccc2N~1)C(F)(F)F.CC(C)c1cc(C(C)C)c(-c2ccccc2P(C(C)(C)C)C(C)(C)C)c(C(C)C)c1.CN1CCCN2CCCN=C12.Cc1ccon1. No catalyst specified. The product is CCc1ccc(Nc2ccc(C)cc2)cc1. The yield is 0.0389. (6) The reactants are Brc1ccccn1.Cc1ccc(N)cc1.O=S(=O)(O[Pd]1c2ccccc2-c2ccccc2N~1)C(F)(F)F.COc1ccc(OC)c(P(C(C)(C)C)C(C)(C)C)c1-c1c(C(C)C)cc(C(C)C)cc1C(C)C.CN1CCCN2CCCN=C12.c1ccc2oncc2c1. No catalyst specified. The product is Cc1ccc(Nc2ccccn2)cc1. The yield is 0.851. (7) The reactants are Ic1cccnc1.Cc1ccc(N)cc1.O=S(=O)(O[Pd]1c2ccccc2-c2ccccc2N~1)C(F)(F)F.CC(C)c1cc(C(C)C)c(-c2ccccc2P(C2CCCCC2)C2CCCCC2)c(C(C)C)c1.CCN=P(N=P(N(C)C)(N(C)C)N(C)C)(N(C)C)N(C)C.CCOC(=O)c1cc(OC)no1. No catalyst specified. The product is Cc1ccc(Nc2cccnc2)cc1. The yield is 0.522.